This data is from Full USPTO retrosynthesis dataset with 1.9M reactions from patents (1976-2016). The task is: Predict the reactants needed to synthesize the given product. (1) The reactants are: [O:1]=[C:2]1[C:8]2[CH:9]=[CH:10][CH:11]=[CH:12][C:7]=2[O:6][C:5]2[CH:13]=[CH:14][CH:15]=[CH:16][C:4]=2[N:3]1[CH2:17][C:18]1[CH:23]=[CH:22][C:21](/[CH:24]=[CH:25]/[C:26]([O:28][CH2:29][CH3:30])=[O:27])=[CH:20][CH:19]=1.[H][H]. Given the product [O:1]=[C:2]1[C:8]2[CH2:9][CH2:10][CH:11]=[CH:12][C:7]=2[O:6][C:5]2[CH:13]=[CH:14][CH:15]=[CH:16][C:4]=2[N:3]1[CH2:17][C:18]1[CH:19]=[CH:20][C:21]([CH2:24][CH2:25][C:26]([O:28][CH2:29][CH3:30])=[O:27])=[CH:22][CH:23]=1, predict the reactants needed to synthesize it. (2) Given the product [ClH:20].[NH2:1][C:2]1[CH:10]=[C:9]([C:11]([O:13][CH3:14])=[O:12])[CH:8]=[C:7]2[C:3]=1[CH:4]=[CH:5][N:6]2[CH2:17][CH3:18], predict the reactants needed to synthesize it. The reactants are: [NH2:1][C:2]1[CH:10]=[C:9]([C:11]([O:13][CH3:14])=[O:12])[CH:8]=[C:7]2[C:3]=1[CH:4]=[CH:5][NH:6]2.[H-].[Na+].[CH2:17](I)[CH3:18].[ClH:20]. (3) Given the product [Br:1][C:2]1[C:7]([CH3:8])=[CH:6][CH:5]=[C:4]2[C:3]=1[NH:9][C:10](=[O:14])[C:11]2=[O:17], predict the reactants needed to synthesize it. The reactants are: [Br:1][C:2]1[C:7]([CH3:8])=[CH:6][CH:5]=[CH:4][C:3]=1[NH:9][C:10](=[O:14])[CH:11]=NO.CS(O)(=O)=[O:17]. (4) The reactants are: [CH3:1][N:2]1[CH2:7][CH2:6][C:5]2[N:8]=[CH:9][S:10][C:4]=2[CH2:3]1.[C:11](=[O:13])=[O:12].C([Li:18])CCC. Given the product [CH3:1][N:2]1[CH2:7][CH2:6][C:5]2[N:8]=[C:9]([C:11]([O-:13])=[O:12])[S:10][C:4]=2[CH2:3]1.[Li+:18], predict the reactants needed to synthesize it. (5) The reactants are: [CH3:1][C:2]1[CH:3]=[C:4]([NH:8][C:9]2[S:10][C:11]([CH2:20][OH:21])=[C:12]([C:14]3[CH:19]=[CH:18][N:17]=[CH:16][CH:15]=3)[N:13]=2)[CH:5]=[CH:6][CH:7]=1. Given the product [CH3:1][C:2]1[CH:3]=[C:4]([NH:8][C:9]2[S:10][C:11]([CH:20]=[O:21])=[C:12]([C:14]3[CH:19]=[CH:18][N:17]=[CH:16][CH:15]=3)[N:13]=2)[CH:5]=[CH:6][CH:7]=1, predict the reactants needed to synthesize it. (6) Given the product [Cl:1][C:2]1[CH:7]=[CH:6][CH:5]=[CH:4][C:3]=1[C:8]1[S:9][C:10]([CH:13]=[N:16][CH3:15])=[CH:11][N:12]=1, predict the reactants needed to synthesize it. The reactants are: [Cl:1][C:2]1[CH:7]=[CH:6][CH:5]=[CH:4][C:3]=1[C:8]1[S:9][C:10]([CH:13]=O)=[CH:11][N:12]=1.[CH3:15][NH2:16]. (7) Given the product [CH2:1]([O:3][C:4]([C:6]1[C:7]([O:31][CH2:33][CH2:34][O:35][CH:36]2[CH2:41][CH2:40][CH2:39][CH2:38][O:37]2)=[C:8]2[C:12](=[CH:13][CH:14]=1)[N:11]([C:15]([O:17][C:18]([CH3:21])([CH3:19])[CH3:20])=[O:16])[N:10]=[C:9]2/[CH:22]=[CH:23]/[C:24]1[CH:29]=[CH:28][C:27]([F:30])=[CH:26][CH:25]=1)=[O:5])[CH3:2], predict the reactants needed to synthesize it. The reactants are: [CH2:1]([O:3][C:4]([C:6]1[C:7]([OH:31])=[C:8]2[C:12](=[CH:13][CH:14]=1)[N:11]([C:15]([O:17][C:18]([CH3:21])([CH3:20])[CH3:19])=[O:16])[N:10]=[C:9]2/[CH:22]=[CH:23]/[C:24]1[CH:29]=[CH:28][C:27]([F:30])=[CH:26][CH:25]=1)=[O:5])[CH3:2].Br[CH2:33][CH2:34][O:35][CH:36]1[CH2:41][CH2:40][CH2:39][CH2:38][O:37]1.C(=O)([O-])[O-].[Cs+].[Cs+].[Cl-].[NH4+]. (8) Given the product [Cl:1][C:2]1[N:7]=[C:6]([C:8]([O:10][C:11]([CH3:14])([CH3:13])[CH3:12])=[O:9])[CH:5]=[C:4]([NH:17][C@@H:18]([CH3:23])[C:19]([O:21][CH3:22])=[O:20])[N:3]=1, predict the reactants needed to synthesize it. The reactants are: [Cl:1][C:2]1[N:7]=[C:6]([C:8]([O:10][C:11]([CH3:14])([CH3:13])[CH3:12])=[O:9])[CH:5]=[C:4](Cl)[N:3]=1.Cl.[NH2:17][C@@H:18]([CH3:23])[C:19]([O:21][CH3:22])=[O:20].CCN(C(C)C)C(C)C.